Predict the reaction yield, written as a fraction of the theoretical maximum amount of product (1.0 means a 100% yield; for example, 0.34 means a 34% yield). From a dataset of Reaction yield outcomes from USPTO patents with 853,638 reactions. No catalyst specified. The reactants are [NH2:1][CH2:2][CH2:3][CH2:4][OH:5].[CH:6]([S:8]([CH:11]=[CH2:12])(=[O:10])=[O:9])=[CH2:7]. The yield is 0.900. The product is [O:9]=[S:8]1(=[O:10])[CH2:11][CH2:12][N:1]([CH2:2][CH2:3][CH2:4][OH:5])[CH2:7][CH2:6]1.